Dataset: Full USPTO retrosynthesis dataset with 1.9M reactions from patents (1976-2016). Task: Predict the reactants needed to synthesize the given product. (1) Given the product [CH2:15]([O:14][C:12]([C:5]1[C:6]([C:8]([F:11])([F:10])[F:9])=[CH:7][N:3]([CH2:2][C:21]([CH2:20][CH2:19][C:18]([F:17])([F:26])[F:27])([C:22]#[N:23])[C:24]#[N:25])[CH:4]=1)=[O:13])[CH3:16], predict the reactants needed to synthesize it. The reactants are: Cl[CH2:2][N:3]1[CH:7]=[C:6]([C:8]([F:11])([F:10])[F:9])[C:5]([C:12]([O:14][CH2:15][CH3:16])=[O:13])=[CH:4]1.[F:17][C:18]([F:27])([F:26])[CH2:19][CH2:20][CH:21]([C:24]#[N:25])[C:22]#[N:23].C(=O)([O-])[O-].[K+].[K+].O. (2) Given the product [CH3:17][C:18]1([CH3:28])[O:22]/[C:21](=[CH:23]\[C:24]([N:6]([CH3:7])[CH2:5][C:4]([N:3]([CH3:9])[CH3:2])=[O:8])=[O:25])/[C:20](=[O:27])[O:19]1, predict the reactants needed to synthesize it. The reactants are: Cl.[CH3:2][N:3]([CH3:9])[C:4](=[O:8])[CH2:5][NH:6][CH3:7].C(N(CC)CC)C.[CH3:17][C:18]1([CH3:28])[O:22]/[C:21](=[CH:23]\[C:24](Cl)=[O:25])/[C:20](=[O:27])[O:19]1. (3) Given the product [C:1]([C:5]1[N:9]([CH2:10][CH:11]2[CH2:16][CH2:15][O:14][CH2:13][CH2:12]2)[C:8]2[CH:17]=[CH:18][C:19]([NH:21][CH3:22])=[CH:20][C:7]=2[N:6]=1)([CH3:4])([CH3:2])[CH3:3], predict the reactants needed to synthesize it. The reactants are: [C:1]([C:5]1[N:9]([CH2:10][CH:11]2[CH2:16][CH2:15][O:14][CH2:13][CH2:12]2)[C:8]2[CH:17]=[CH:18][C:19]([NH:21][C:22](=O)OC)=[CH:20][C:7]=2[N:6]=1)([CH3:4])([CH3:3])[CH3:2].Cl.CCOCC.[H-].[H-].[H-].[H-].[Li+].[Al+3]. (4) The reactants are: [Cl:1][C:2]1[CH:3]=[C:4]([C:10]([SH:37])([C:33]([F:36])([F:35])[F:34])[CH2:11][C:12]([C:14]2[CH:15]=[C:16]3[C:20](=[CH:21][CH:22]=2)[C:19]2([CH2:25][N:24]([C:26]([O:28][C:29]([CH3:32])([CH3:31])[CH3:30])=[O:27])[CH2:23]2)[O:18][CH2:17]3)=[O:13])[CH:5]=[C:6]([Cl:9])[C:7]=1[F:8].[OH-].[K+].[NH2:40]OS(O)(=O)=O. Given the product [Cl:1][C:2]1[CH:3]=[C:4]([C:10]2([C:33]([F:34])([F:36])[F:35])[S:37][NH:40][C:12]([C:14]3[CH:15]=[C:16]4[CH2:17][O:18][C:19]5([CH2:25][N:24]([C:26]([O:28][C:29]([CH3:32])([CH3:30])[CH3:31])=[O:27])[CH2:23]5)[C:20]4=[CH:21][CH:22]=3)([OH:13])[CH2:11]2)[CH:5]=[C:6]([Cl:9])[C:7]=1[F:8], predict the reactants needed to synthesize it. (5) Given the product [CH2:1]([N:3]([CH2:11][C:12]1[N:13]=[C:14]2[S:21][C:20]([CH3:22])=[C:19]([CH2:23][CH2:24][O:25][CH3:29])[N:15]2[C:16](=[O:18])[CH:17]=1)[C:4]1[CH:5]=[CH:6][C:7]([F:10])=[CH:8][CH:9]=1)[CH3:2], predict the reactants needed to synthesize it. The reactants are: [CH2:1]([N:3]([CH2:11][C:12]1[N:13]=[C:14]2[S:21][C:20]([CH3:22])=[C:19]([CH2:23][CH2:24][OH:25])[N:15]2[C:16](=[O:18])[CH:17]=1)[C:4]1[CH:9]=[CH:8][C:7]([F:10])=[CH:6][CH:5]=1)[CH3:2].[H-].[Na+].I[CH3:29]. (6) Given the product [C:21]([O:20][C:18](=[O:19])[NH:17][CH:14]1[CH2:15][CH2:16][NH:11][CH2:12][CH:13]1[O:25][Si:26]([C:29]([CH3:32])([CH3:31])[CH3:30])([CH3:27])[CH3:28])([CH3:24])([CH3:22])[CH3:23], predict the reactants needed to synthesize it. The reactants are: C(OC([N:11]1[CH2:16][CH2:15][CH:14]([NH:17][C:18]([O:20][C:21]([CH3:24])([CH3:23])[CH3:22])=[O:19])[CH:13]([O:25][Si:26]([C:29]([CH3:32])([CH3:31])[CH3:30])([CH3:28])[CH3:27])[CH2:12]1)=O)C1C=CC=CC=1. (7) The reactants are: C([Li])CCC.[C:6]1([NH:12][C:13](=[O:23])[C:14]2[CH:19]=[CH:18][C:17](Br)=[CH:16][C:15]=2OC)[CH:11]=[CH:10][CH:9]=[CH:8][CH:7]=1.[B:24](OC(C)C)([O:29]C(C)C)[O:25]C(C)C.Cl. Given the product [NH:12]([C:13]([C:14]1[CH:19]=[CH:18][C:17]([B:24]([OH:29])[OH:25])=[CH:16][CH:15]=1)=[O:23])[C:6]1[CH:11]=[CH:10][CH:9]=[CH:8][CH:7]=1, predict the reactants needed to synthesize it. (8) The reactants are: [CH2:1]([C@H:3]1[C@:7]([OH:9])([CH3:8])[CH2:6][CH2:5][N:4]1C(OCC1C=CC=CC=1)=O)[CH3:2]. Given the product [CH2:1]([C@H:3]1[C@@:7]([CH3:8])([OH:9])[CH2:6][CH2:5][NH:4]1)[CH3:2], predict the reactants needed to synthesize it. (9) Given the product [Br:8][C:6]1[CH:5]=[C:4]([CH3:9])[C:3]([O:10][C:12]2[CH:17]=[CH:16][C:15]([N+:18]([O-:20])=[O:19])=[CH:14][N:13]=2)=[C:2]([Cl:1])[CH:7]=1, predict the reactants needed to synthesize it. The reactants are: [Cl:1][C:2]1[CH:7]=[C:6]([Br:8])[CH:5]=[C:4]([CH3:9])[C:3]=1[OH:10].Cl[C:12]1[CH:17]=[CH:16][C:15]([N+:18]([O-:20])=[O:19])=[CH:14][N:13]=1.C([O-])([O-])=O.[K+].[K+].